Dataset: Reaction yield outcomes from USPTO patents with 853,638 reactions. Task: Predict the reaction yield, written as a fraction of the theoretical maximum amount of product (1.0 means a 100% yield; for example, 0.34 means a 34% yield). (1) The reactants are [NH:1]1[CH2:4][CH:3]([N:5]2[CH2:10][CH2:9][N:8]([C:11]([O:13][C:14]([CH3:17])([CH3:16])[CH3:15])=[O:12])[CH2:7][CH:6]2[C:18](=[O:20])[NH2:19])[CH2:2]1.CCN(CC)CC.[C:28](Cl)(=[O:31])[CH:29]=[CH2:30]. The catalyst is C(Cl)Cl. The product is [C:28]([N:1]1[CH2:4][CH:3]([N:5]2[CH2:10][CH2:9][N:8]([C:11]([O:13][C:14]([CH3:15])([CH3:16])[CH3:17])=[O:12])[CH2:7][CH:6]2[C:18](=[O:20])[NH2:19])[CH2:2]1)(=[O:31])[CH:29]=[CH2:30]. The yield is 0.470. (2) The reactants are [CH3:1][N:2]1[CH2:7][CH2:6][C:5]([CH2:9][O:10][C:11]2[C:19]3[C:18]4[CH:20]=[C:21]([C:24]#[N:25])[N:22]=[CH:23][C:17]=4[NH:16][C:15]=3[N:14]=[CH:13][CH:12]=2)([CH3:8])[CH2:4][CH2:3]1.[Cl:26]N1C(=O)CCC1=O. The catalyst is C(#N)C.C(O)(C)C. The product is [Cl:26][C:12]1[CH:13]=[N:14][C:15]2[NH:16][C:17]3[CH:23]=[N:22][C:21]([C:24]#[N:25])=[CH:20][C:18]=3[C:19]=2[C:11]=1[O:10][CH2:9][C:5]1([CH3:8])[CH2:6][CH2:7][N:2]([CH3:1])[CH2:3][CH2:4]1. The yield is 0.200. (3) The reactants are [CH:1]1([C:4]2[CH:9]=[CH:8][C:7]([NH:10][C:11]3[N:16]4[CH:17]=[N:18][CH:19]=[C:15]4[CH:14]=[CH:13][C:12]=3[C:20](O)=[O:21])=[C:6]([F:23])[CH:5]=2)[CH2:3][CH2:2]1.[CH:24]([O:26][CH2:27][CH2:28][O:29][NH2:30])=[CH2:25].C1C=CC2N(O)N=NC=2C=1.CCN=C=NCCCN(C)C.Cl.CCN(C(C)C)C(C)C. The catalyst is CN(C=O)C. The product is [CH:24]([O:26][CH2:27][CH2:28][O:29][NH:30][C:20]([C:12]1[CH:13]=[CH:14][C:15]2[N:16]([CH:17]=[N:18][CH:19]=2)[C:11]=1[NH:10][C:7]1[CH:8]=[CH:9][C:4]([CH:1]2[CH2:2][CH2:3]2)=[CH:5][C:6]=1[F:23])=[O:21])=[CH2:25]. The yield is 0.530. (4) The reactants are [F:1][C:2]1[CH:10]=[CH:9][C:5](/[CH:6]=[N:7]\[OH:8])=[CH:4][CH:3]=1.[Cl:11]N1C(=O)CCC1=O. The catalyst is CN(C=O)C. The product is [OH:8]/[N:7]=[C:6](\[Cl:11])/[C:5]1[CH:9]=[CH:10][C:2]([F:1])=[CH:3][CH:4]=1. The yield is 1.00. (5) The reactants are [CH3:1][C:2]1([CH3:14])[C:6]([CH3:8])([CH3:7])[O:5][B:4]([C:9]2[CH:10]=[N:11][NH:12][CH:13]=2)[O:3]1.C(=O)([O-])[O-].[K+].[K+].Br[CH2:22][CH2:23][CH2:24][C:25]([O:27][CH2:28][CH3:29])=[O:26]. The catalyst is CN(C)C=O. The product is [CH2:28]([O:27][C:25](=[O:26])[CH2:24][CH2:23][CH2:22][N:12]1[CH:13]=[C:9]([B:4]2[O:5][C:6]([CH3:7])([CH3:8])[C:2]([CH3:14])([CH3:1])[O:3]2)[CH:10]=[N:11]1)[CH3:29]. The yield is 0.840. (6) The reactants are [NH2:1][C:2]1[CH:3]=[C:4]2[C:8](=[CH:9][CH:10]=1)[N:7]([C:11]1[N:12]=[C:13]([O:16][CH:17]3[CH2:22][CH2:21][N:20]([C:23]([O:25][C:26]([CH3:29])([CH3:28])[CH3:27])=[O:24])[CH2:19][CH2:18]3)[S:14][CH:15]=1)[CH:6]=[CH:5]2.C(N(CC)CC)C.Cl[CH2:38][CH2:39][O:40][CH:41]=[O:42]. The catalyst is ClCCl. The product is [CH2:39]([O:40][C:41]([NH:1][C:2]1[CH:3]=[C:4]2[C:8](=[CH:9][CH:10]=1)[N:7]([C:11]1[N:12]=[C:13]([O:16][CH:17]3[CH2:18][CH2:19][N:20]([C:23]([O:25][C:26]([CH3:29])([CH3:28])[CH3:27])=[O:24])[CH2:21][CH2:22]3)[S:14][CH:15]=1)[CH:6]=[CH:5]2)=[O:42])[CH3:38]. The yield is 0.0850. (7) The reactants are [O:1]=[C:2]1[C:14]2[C:9](=[N:10][C:11](C#N)=[C:12]([C:15]#[N:16])[N:13]=2)[C:8]2[CH:7]=[CH:6][CH:5]=[CH:4][C:3]1=2.[CH3:19][OH:20]. No catalyst specified. The product is [CH3:19][O:20][C:11]1[N:10]=[C:9]2[C:8]3[CH:7]=[CH:6][CH:5]=[CH:4][C:3]=3[C:2](=[O:1])[C:14]2=[N:13][C:12]=1[C:15]#[N:16]. The yield is 0.930. (8) The reactants are [Cl:1][C:2]1[CH:3]=[C:4]2[C:8](=[CH:9][CH:10]=1)[N:7]([C:11]1[C:20]3[C:15](=[CH:16][CH:17]=[C:18](I)[CH:19]=3)[N:14]=[C:13]([C:22]3[CH:23]=[N:24][CH:25]=[CH:26][CH:27]=3)[N:12]=1)[CH2:6][CH2:5]2.[CH3:28][N:29]1[CH2:34][CH2:33][NH:32][CH2:31][CH2:30]1.CC(C)([O-])C.[Na+].[ClH:41]. The catalyst is C1(C)C=CC=CC=1.C([O-])(=O)C.[Pd+2].C([O-])(=O)C. The product is [ClH:1].[ClH:41].[Cl:1][C:2]1[CH:3]=[C:4]2[C:8](=[CH:9][CH:10]=1)[N:7]([C:11]1[C:20]3[C:15](=[CH:16][CH:17]=[C:18]([N:32]4[CH2:33][CH2:34][N:29]([CH3:28])[CH2:30][CH2:31]4)[CH:19]=3)[N:14]=[C:13]([C:22]3[CH:23]=[N:24][CH:25]=[CH:26][CH:27]=3)[N:12]=1)[CH2:6][CH2:5]2. The yield is 0.412.